This data is from NCI-60 drug combinations with 297,098 pairs across 59 cell lines. The task is: Regression. Given two drug SMILES strings and cell line genomic features, predict the synergy score measuring deviation from expected non-interaction effect. (1) Drug 1: CC(CN1CC(=O)NC(=O)C1)N2CC(=O)NC(=O)C2. Drug 2: CC1=CC2C(CCC3(C2CCC3(C(=O)C)OC(=O)C)C)C4(C1=CC(=O)CC4)C. Cell line: LOX IMVI. Synergy scores: CSS=31.2, Synergy_ZIP=-2.92, Synergy_Bliss=4.26, Synergy_Loewe=2.12, Synergy_HSA=5.36. (2) Drug 1: C1=CC(=CC=C1CCCC(=O)O)N(CCCl)CCCl. Cell line: SN12C. Drug 2: CC12CCC3C(C1CCC2O)C(CC4=C3C=CC(=C4)O)CCCCCCCCCS(=O)CCCC(C(F)(F)F)(F)F. Synergy scores: CSS=25.4, Synergy_ZIP=-7.06, Synergy_Bliss=-0.838, Synergy_Loewe=-0.244, Synergy_HSA=-0.0339.